Dataset: Full USPTO retrosynthesis dataset with 1.9M reactions from patents (1976-2016). Task: Predict the reactants needed to synthesize the given product. Given the product [I:1][C:2]1[CH:3]=[CH:4][C:5]([N:8]2[C:13](=[O:12])[CH2:14][C:10]([CH3:17])([CH3:9])[C:11]2=[O:16])=[N:6][CH:7]=1, predict the reactants needed to synthesize it. The reactants are: [I:1][C:2]1[CH:3]=[CH:4][C:5]([NH2:8])=[N:6][CH:7]=1.[CH3:9][C:10]1([CH3:17])[CH2:14][C:13](=O)[O:12][C:11]1=[O:16].